From a dataset of Full USPTO retrosynthesis dataset with 1.9M reactions from patents (1976-2016). Predict the reactants needed to synthesize the given product. (1) Given the product [CH2:21]([O:20][C:2](=[O:6])[CH2:3][C@H:4]([CH3:5])[CH:17]=[CH:16][CH3:9])[CH3:22], predict the reactants needed to synthesize it. The reactants are: C[C@H:2]([OH:6])/[CH:3]=[CH:4]/[CH3:5].C([C:9]([CH2:16][CH3:17])(CC)C([O-])([O-])[O-])C.CP(=O)(F)[O:20][CH:21](C)[C:22](C)(C)C. (2) Given the product [C:29]([O:28][C:26]([NH:33][CH2:34][CH2:35][N:20]1[CH:19]=[C:18]([C:13]2[CH:14]=[CH:15][C:16](=[O:17])[N:11]([CH2:10][C:6]3[CH:5]=[C:4]([CH:9]=[CH:8][CH:7]=3)[C:3]([OH:2])=[O:23])[N:12]=2)[CH:22]=[N:21]1)=[O:27])([CH3:32])([CH3:31])[CH3:30], predict the reactants needed to synthesize it. The reactants are: C[O:2][C:3](=[O:23])[C:4]1[CH:9]=[CH:8][CH:7]=[C:6]([CH2:10][N:11]2[C:16](=[O:17])[CH:15]=[CH:14][C:13]([C:18]3[CH:19]=[N:20][NH:21][CH:22]=3)=[N:12]2)[CH:5]=1.[H-].[Na+].[C:26]([NH:33][CH2:34][CH2:35]Br)([O:28][C:29]([CH3:32])([CH3:31])[CH3:30])=[O:27].C(O)(=O)CC(CC(O)=O)(C(O)=O)O.O.[OH-].[Li+]. (3) The reactants are: CC1C=CC(S(O[CH2:12][CH:13]2[CH2:17][C:16]3[C:18]([C:22]4[C:27]([CH3:28])=[CH:26][CH:25]=[CH:24][C:23]=4[CH3:29])=[CH:19][CH:20]=[CH:21][C:15]=3[O:14]2)(=O)=O)=CC=1.[N-:30]=[N+:31]=[N-:32].[Na+].N(CC1CC2C=C(Cl)C=C(C3C=CSC=3)C=2O1)=[N+]=[N-]. Given the product [CH3:29][C:23]1[CH:24]=[CH:25][CH:26]=[C:27]([CH3:28])[C:22]=1[C:18]1[C:16]2[CH2:17][CH:13]([CH2:12][N:30]=[N+:31]=[N-:32])[O:14][C:15]=2[CH:21]=[CH:20][CH:19]=1, predict the reactants needed to synthesize it. (4) Given the product [CH3:10][O:11][C:12]1[CH:19]=[CH:18][C:15]([CH2:16][O:1][CH:2]2[CH2:5][CH:4]([C:6]#[N:7])[CH2:3]2)=[CH:14][CH:13]=1, predict the reactants needed to synthesize it. The reactants are: [OH:1][CH:2]1[CH2:5][CH:4]([C:6]#[N:7])[CH2:3]1.[H-].[Na+].[CH3:10][O:11][C:12]1[CH:19]=[CH:18][C:15]([CH2:16]Cl)=[CH:14][CH:13]=1. (5) Given the product [O:1]1[C:5]2[CH:6]=[CH:7][C:8]([CH:10]([C:15]3[CH:16]=[CH:17][C:18]4[O:22][CH2:21][CH2:20][C:19]=4[CH:23]=3)[C:11]([NH:24][OH:25])=[O:12])=[CH:9][C:4]=2[CH2:3][CH2:2]1, predict the reactants needed to synthesize it. The reactants are: [O:1]1[C:5]2[CH:6]=[CH:7][C:8]([CH:10]([C:15]3[CH:16]=[CH:17][C:18]4[O:22][CH2:21][CH2:20][C:19]=4[CH:23]=3)[C:11](OC)=[O:12])=[CH:9][C:4]=2[CH2:3][CH2:2]1.[NH2:24][OH:25].[OH-].[K+].[OH-].[Na+].Cl. (6) Given the product [F:1][C:2]1[CH:3]=[CH:4][C:5]([C:8]2[C:9](=[O:19])[C:10]([C:14]([O:16][CH2:17][CH3:18])=[O:15])=[CH:11][N:12]([CH3:21])[CH:13]=2)=[CH:6][CH:7]=1, predict the reactants needed to synthesize it. The reactants are: [F:1][C:2]1[CH:7]=[CH:6][C:5]([C:8]2[C:9](=[O:19])[C:10]([C:14]([O:16][CH2:17][CH3:18])=[O:15])=[CH:11][NH:12][CH:13]=2)=[CH:4][CH:3]=1.I[CH3:21]. (7) Given the product [CH2:6]([O:5][C:3]([CH2:2][O:8][C:9]1[CH:14]=[CH:13][CH:12]=[CH:11][C:10]=1[C:15](=[O:48])[CH2:16][N:17]1[C:26](=[O:27])[C:25]2[N:24]([CH2:28][CH:29]=[C:30]([CH3:32])[CH3:31])[C:23]([N:33]3[CH2:38][CH2:37][CH2:36][CH:35]([NH:39][C:40]([O:42][C:43]([CH3:46])([CH3:45])[CH3:44])=[O:41])[CH2:34]3)=[N:22][C:21]=2[N:20]([CH3:47])[C:18]1=[O:19])=[O:4])[CH3:7], predict the reactants needed to synthesize it. The reactants are: Br[CH2:2][C:3]([O:5][CH2:6][CH3:7])=[O:4].[OH:8][C:9]1[CH:14]=[CH:13][CH:12]=[CH:11][C:10]=1[C:15](=[O:48])[CH2:16][N:17]1[C:26](=[O:27])[C:25]2[N:24]([CH2:28][CH:29]=[C:30]([CH3:32])[CH3:31])[C:23]([N:33]3[CH2:38][CH2:37][CH2:36][CH:35]([NH:39][C:40]([O:42][C:43]([CH3:46])([CH3:45])[CH3:44])=[O:41])[CH2:34]3)=[N:22][C:21]=2[N:20]([CH3:47])[C:18]1=[O:19].C(=O)([O-])[O-].[K+].[K+].O. (8) Given the product [CH3:34][NH:33][C:31]([C:30]1[CH:35]=[CH:36][C:27]([O:19][C:16]2[CH:17]=[CH:18][C:11]3[CH2:10][CH2:9][N:8]([C:6]([O:5][C:1]([CH3:4])([CH3:2])[CH3:3])=[O:7])[CH2:14][CH2:13][C:12]=3[CH:15]=2)=[N:28][CH:29]=1)=[O:32], predict the reactants needed to synthesize it. The reactants are: [C:1]([O:5][C:6]([N:8]1[CH2:14][CH2:13][C:12]2[CH:15]=[C:16]([OH:19])[CH:17]=[CH:18][C:11]=2[CH2:10][CH2:9]1)=[O:7])([CH3:4])([CH3:3])[CH3:2].CC(C)([O-])C.[K+].Cl[C:27]1[CH:36]=[CH:35][C:30]([C:31]([NH:33][CH3:34])=[O:32])=[CH:29][N:28]=1. (9) Given the product [Cl:1][C:2]1[CH:3]=[C:4]([O:12][C:13]2[C:25]([CH:28]3[CH2:30][CH2:29]3)=[CH:24][C:16]([C:17]([O:19][C:20]([CH3:23])([CH3:22])[CH3:21])=[O:18])=[C:15]([F:27])[CH:14]=2)[CH:5]=[N:6][C:7]=1[O:8][CH:9]([CH3:11])[CH3:10], predict the reactants needed to synthesize it. The reactants are: [Cl:1][C:2]1[CH:3]=[C:4]([O:12][C:13]2[C:25](I)=[CH:24][C:16]([C:17]([O:19][C:20]([CH3:23])([CH3:22])[CH3:21])=[O:18])=[C:15]([F:27])[CH:14]=2)[CH:5]=[N:6][C:7]=1[O:8][CH:9]([CH3:11])[CH3:10].[CH:28]1(B(O)O)[CH2:30][CH2:29]1.[O-]P([O-])([O-])=O.[K+].[K+].[K+].